From a dataset of Full USPTO retrosynthesis dataset with 1.9M reactions from patents (1976-2016). Predict the reactants needed to synthesize the given product. (1) Given the product [CH3:17][O:16][C:10]1[CH:9]=[C:8]([C:7]2[N:20]([C:22]3[CH:23]=[CH:24][C:25]([S:28]([NH2:31])(=[O:30])=[O:29])=[CH:26][CH:27]=3)[N:21]=[C:4]([CH3:5])[N:6]=2)[CH:13]=[CH:12][C:11]=1[O:14][CH3:15], predict the reactants needed to synthesize it. The reactants are: C(O[C:4](=[N:6][C:7](=O)[C:8]1[CH:13]=[CH:12][C:11]([O:14][CH3:15])=[C:10]([O:16][CH3:17])[CH:9]=1)[CH3:5])C.Cl.[NH:20]([C:22]1[CH:27]=[CH:26][C:25]([S:28]([NH2:31])(=[O:30])=[O:29])=[CH:24][CH:23]=1)[NH2:21].C(N(CC)CC)C.O. (2) Given the product [ClH:42].[ClH:42].[CH3:30][O:29][C:18]1[CH:19]=[CH:20][C:21]([C:23]2[CH:24]=[CH:25][N:26]=[CH:27][CH:28]=2)=[CH:22][C:17]=1[CH2:16][N:15]([CH:12]1[CH2:13][CH2:14][CH:9]([NH:7][CH3:6])[CH2:10][CH2:11]1)[C:31]([C:33]1[S:37][C:36]2[CH:38]=[CH:39][CH:40]=[CH:41][C:35]=2[C:34]=1[Cl:42])=[O:32], predict the reactants needed to synthesize it. The reactants are: C(O[C:6](=O)[N:7]([CH:9]1[CH2:14][CH2:13][CH:12]([N:15]([C:31]([C:33]2[S:37][C:36]3[CH:38]=[CH:39][CH:40]=[CH:41][C:35]=3[C:34]=2[Cl:42])=[O:32])[CH2:16][C:17]2[CH:22]=[C:21]([C:23]3[CH:28]=[CH:27][N:26]=[CH:25][CH:24]=3)[CH:20]=[CH:19][C:18]=2[O:29][CH3:30])[CH2:11][CH2:10]1)C)(C)(C)C. (3) Given the product [CH3:13][O:12][C:6]1[CH:5]=[C:4]2[C:9]([CH:10]=[CH:11][C:2]([O:1][S:23]([C:22]([F:35])([F:34])[F:21])(=[O:25])=[O:24])=[CH:3]2)=[CH:8][CH:7]=1, predict the reactants needed to synthesize it. The reactants are: [OH:1][C:2]1[CH:11]=[CH:10][C:9]2[C:4](=[CH:5][C:6]([O:12][CH3:13])=[CH:7][CH:8]=2)[CH:3]=1.C(N(CC)CC)C.[F:21][C:22]([F:35])([F:34])[S:23](O[S:23]([C:22]([F:35])([F:34])[F:21])(=[O:25])=[O:24])(=[O:25])=[O:24].C(=O)([O-])O.[Na+]. (4) Given the product [CH3:1][O:2][C:3]1[C:4]([O:22][C:23]2[CH:27]=[C:26]([C:28]([F:31])([F:30])[F:29])[S:25][CH:24]=2)=[N:5][C:6]([N:9]2[CH:13]=[C:12]([C:14]([F:15])([F:16])[F:17])[CH:11]=[N:10]2)=[N:7][CH:8]=1, predict the reactants needed to synthesize it. The reactants are: [CH3:1][O:2][C:3]1[C:4](S(C)(=O)=O)=[N:5][C:6]([N:9]2[CH:13]=[C:12]([C:14]([F:17])([F:16])[F:15])[CH:11]=[N:10]2)=[N:7][CH:8]=1.[OH:22][C:23]1[CH:27]=[C:26]([C:28]([F:31])([F:30])[F:29])[S:25][CH:24]=1.C([O-])([O-])=O.[K+].[K+].O. (5) Given the product [ClH:1].[ClH:41].[Cl:1][C:2]1[CH:7]=[CH:6][C:5]([C@@H:8]([CH2:9][NH:10][CH2:18][CH:19]2[CH2:21][CH2:20]2)[C:22]([N:24]2[CH2:25][CH2:26][N:27]([C:30]3[C:31]4[C@H:38]([CH3:39])[CH2:37][C@@H:36]([F:40])[C:32]=4[N:33]=[CH:34][N:35]=3)[CH2:28][CH2:29]2)=[O:23])=[CH:4][CH:3]=1, predict the reactants needed to synthesize it. The reactants are: [Cl:1][C:2]1[CH:7]=[CH:6][C:5]([C@H:8]([C:22]([N:24]2[CH2:29][CH2:28][N:27]([C:30]3[C:31]4[C@H:38]([CH3:39])[CH2:37][C@@H:36]([F:40])[C:32]=4[N:33]=[CH:34][N:35]=3)[CH2:26][CH2:25]2)=[O:23])[CH2:9][N:10]([CH2:18][CH:19]2[CH2:21][CH2:20]2)C(=O)OC(C)(C)C)=[CH:4][CH:3]=1.[ClH:41]. (6) The reactants are: C([O:8][C:9]1[CH:10]=[C:11]2[C:15](=[CH:16][CH:17]=1)[NH:14][N:13]=[C:12]2[NH:18][C:19]1[S:20][CH:21]=[CH:22][N:23]=1)C1C=CC=CC=1. Given the product [S:20]1[CH:21]=[CH:22][N:23]=[C:19]1[NH:18][C:12]1[C:11]2[C:15](=[CH:16][CH:17]=[C:9]([OH:8])[CH:10]=2)[NH:14][N:13]=1, predict the reactants needed to synthesize it.